Dataset: Full USPTO retrosynthesis dataset with 1.9M reactions from patents (1976-2016). Task: Predict the reactants needed to synthesize the given product. (1) Given the product [CH3:29][C@H:30]([O:34][C:35]1[N:43]=[C:42]2[C:38]([N:39]=[C:40]([O:52][CH3:53])[N:41]2[CH2:44][CH2:45][CH:46]2[CH2:47][CH2:48][N:49]([CH:5]([CH3:6])[CH3:4])[CH2:50][CH2:51]2)=[C:37]([NH2:54])[N:36]=1)[CH2:31][CH2:32][CH3:33], predict the reactants needed to synthesize it. The reactants are: C(N1CC[CH2:6][CH:5](CCN2C(OC)=NC3C2=NC(O[C@@H](C)CCC)=NC=3N)[CH2:4]1)C.[CH3:29][C@H:30]([O:34][C:35]1[N:43]=[C:42]2[C:38]([N:39]=[C:40]([O:52][CH3:53])[N:41]2[CH2:44][CH2:45][CH:46]2[CH2:51][CH2:50][NH:49][CH2:48][CH2:47]2)=[C:37]([NH2:54])[N:36]=1)[CH2:31][CH2:32][CH3:33].IC(C)C. (2) Given the product [Cl:1][C:2]1[C:7]([CH:8]=[N:11][OH:12])=[CH:6][CH:5]=[CH:4][N:3]=1, predict the reactants needed to synthesize it. The reactants are: [Cl:1][C:2]1[C:7]([CH:8]=O)=[CH:6][CH:5]=[CH:4][N:3]=1.Cl.[NH2:11][OH:12].[OH-].[Na+].Cl. (3) Given the product [NH:1]1[C:9]2[C:4](=[CH:5][C:6]([O:10][C:11]3[CH:19]=[CH:18][CH:17]=[CH:16][C:12]=3[C:13]([NH:24][CH2:20][CH:21]([CH3:23])[CH3:22])=[O:15])=[CH:7][CH:8]=2)[CH:3]=[N:2]1, predict the reactants needed to synthesize it. The reactants are: [NH:1]1[C:9]2[C:4](=[CH:5][C:6]([O:10][C:11]3[CH:19]=[CH:18][CH:17]=[CH:16][C:12]=3[C:13]([OH:15])=O)=[CH:7][CH:8]=2)[CH:3]=[N:2]1.[CH2:20]([NH2:24])[CH:21]([CH3:23])[CH3:22].Cl.CNC.OC1C2N=NNC=2C=CC=1.C(N(CC)CC)C.C(=O)([O-])O.[Na+]. (4) The reactants are: [C:1](=[O:15])(OC1C=CC=CC=1)[O:2][CH2:3][C:4]([NH:6][CH3:7])=[O:5].[CH2:16]([NH2:26])[CH2:17][CH2:18][CH2:19][CH2:20][CH2:21][CH2:22][CH2:23][CH2:24][CH3:25]. Given the product [CH2:16]([NH:26][C:1](=[O:15])[O:2][CH2:3][C:4]([NH:6][CH3:7])=[O:5])[CH2:17][CH2:18][CH2:19][CH2:20][CH2:21][CH2:22][CH2:23][CH2:24][CH3:25], predict the reactants needed to synthesize it. (5) Given the product [Cl:12][C:13]1[C:14]([C:20]#[N:21])=[N:15][CH:16]=[C:17]([C:2]#[C:1][C:3]2[CH:8]=[CH:7][C:6]([O:9][CH3:10])=[CH:5][C:4]=2[CH3:11])[CH:18]=1, predict the reactants needed to synthesize it. The reactants are: [C:1]([C:3]1[CH:8]=[CH:7][C:6]([O:9][CH3:10])=[CH:5][C:4]=1[CH3:11])#[CH:2].[Cl:12][C:13]1[C:14]([C:20]#[N:21])=[N:15][CH:16]=[C:17](Cl)[CH:18]=1.C(N(CC)CC)C.CN(C=O)C. (6) The reactants are: Cl.CO[C:4](=[O:17])[C@H:5]([CH2:7][C:8]1[C:16]2[C:11](=[CH:12][CH:13]=[CH:14][CH:15]=2)[NH:10][CH:9]=1)[NH2:6].C(N(CC)CC)C.[N:25]([CH2:28][CH2:29][N:30]1[CH2:35][CH2:34][O:33][CH2:32][CH2:31]1)=[C:26]=[S:27]. Given the product [NH:10]1[C:11]2[C:16](=[CH:15][CH:14]=[CH:13][CH:12]=2)[C:8]([CH2:7][CH:5]2[NH:6][C:26](=[S:27])[N:25]([CH2:28][CH2:29][N:30]3[CH2:31][CH2:32][O:33][CH2:34][CH2:35]3)[C:4]2=[O:17])=[CH:9]1, predict the reactants needed to synthesize it. (7) The reactants are: [C:1]([C:3]1[CH:8]=[CH:7][N:6]=[C:5]([N:9]2[C:13](=[O:14])[C:12]([C:15]3[CH:16]=[N:17][CH:18]=[CH:19][CH:20]=3)=[CH:11][NH:10]2)[CH:4]=1)#N.[OH-:21].[Na+].Cl.[OH2:24]. Given the product [O:14]=[C:13]1[N:9]([C:5]2[CH:4]=[C:3]([CH:8]=[CH:7][N:6]=2)[C:1]([OH:24])=[O:21])[NH:10][CH:11]=[C:12]1[C:15]1[CH:16]=[N:17][CH:18]=[CH:19][CH:20]=1, predict the reactants needed to synthesize it.